Task: Predict the reactants needed to synthesize the given product.. Dataset: Full USPTO retrosynthesis dataset with 1.9M reactions from patents (1976-2016) (1) Given the product [F:1][C:2]1[CH:3]=[C:4]2[C:5](=[CH:6][CH:7]=1)[N:8]([C:9](=[O:11])[CH3:10])[CH2:12][C:13]2([CH3:15])[CH3:14], predict the reactants needed to synthesize it. The reactants are: [F:1][C:2]1[CH:7]=[CH:6][C:5]([N:8]([CH2:12][C:13]([CH3:15])=[CH2:14])[C:9](=[O:11])[CH3:10])=[CH:4][CH:3]=1.[Cl-].[Cl-].[Cl-].[Al+3].O. (2) Given the product [F:22][C:7]([F:6])([F:21])[C:8]1[N:12]=[CH:11][N:10]([C:13]2[C:14]([CH3:20])=[CH:15][C:16]([CH3:19])=[C:17]([S:2]([Cl:1])(=[O:5])=[O:3])[CH:18]=2)[N:9]=1, predict the reactants needed to synthesize it. The reactants are: [Cl:1][S:2]([OH:5])(=O)=[O:3].[F:6][C:7]([F:22])([F:21])[C:8]1[N:12]=[CH:11][N:10]([C:13]2[CH:18]=[CH:17][C:16]([CH3:19])=[CH:15][C:14]=2[CH3:20])[N:9]=1.